This data is from Catalyst prediction with 721,799 reactions and 888 catalyst types from USPTO. The task is: Predict which catalyst facilitates the given reaction. Reactant: [O:1]1[C:5]2[CH:6]=[CH:7][C:8]([C:10]3[NH:11][C:12]4[N:13]([N:17]=[CH:18][C:19]=4[C:20]([NH2:22])=[O:21])[C:14](=[O:16])[CH:15]=3)=[CH:9][C:4]=2[CH:3]=[CH:2]1.[CH3:23][C:24]([N:26]([CH3:28])[CH3:27])=O.[CH3:23][C:24]([N:26]([CH3:28])[CH3:27])=O. Product: [O:1]1[C:5]2[CH:6]=[CH:7][C:8]([C:10]3[NH:11][C:12]4[N:13]([N:17]=[CH:18][C:19]=4[C:20]([N:22]=[C:24]([N:26]([CH3:28])[CH3:27])[CH3:23])=[O:21])[C:14](=[O:16])[CH:15]=3)=[CH:9][C:4]=2[CH:3]=[CH:2]1. The catalyst class is: 9.